This data is from Reaction yield outcomes from USPTO patents with 853,638 reactions. The task is: Predict the reaction yield, written as a fraction of the theoretical maximum amount of product (1.0 means a 100% yield; for example, 0.34 means a 34% yield). The reactants are Cl[C:2]1[CH:7]=[CH:6][N:5]=[C:4]([C:8]([F:11])([F:10])[F:9])[N:3]=1.[CH2:12]1[C:16]2([CH2:21][CH2:20][NH:19][CH2:18][CH2:17]2)[CH2:15][CH2:14][N:13]1[C:22]([O:24][C:25]([CH3:28])([CH3:27])[CH3:26])=[O:23].CCN(C(C)C)C(C)C. The catalyst is C(O)(C)C. The product is [F:9][C:8]([F:11])([F:10])[C:4]1[N:3]=[C:2]([N:19]2[CH2:20][CH2:21][C:16]3([CH2:12][N:13]([C:22]([O:24][C:25]([CH3:26])([CH3:27])[CH3:28])=[O:23])[CH2:14][CH2:15]3)[CH2:17][CH2:18]2)[CH:7]=[CH:6][N:5]=1. The yield is 0.470.